From a dataset of Reaction yield outcomes from USPTO patents with 853,638 reactions. Predict the reaction yield, written as a fraction of the theoretical maximum amount of product (1.0 means a 100% yield; for example, 0.34 means a 34% yield). The reactants are [F:1][C:2]1[CH:3]=[C:4]2[C:8](=[CH:9][CH:10]=1)[NH:7][C:6](=[O:11])[C@@:5]12[CH2:13][C:12]1([CH3:15])[CH3:14].[CH3:16][O:17][C:18](=[O:32])[C:19]1[CH:24]=[C:23]([N:25]2[CH2:29][CH2:28][O:27][C:26]2=[O:30])[CH:22]=[C:21](Br)[CH:20]=1.C(=O)([O-])[O-].[K+].[K+].CNCCNC. The catalyst is C(#N)C.[Cu]I. The product is [CH3:16][O:17][C:18](=[O:32])[C:19]1[CH:24]=[C:23]([N:25]2[CH2:29][CH2:28][O:27][C:26]2=[O:30])[CH:22]=[C:21]([N:7]2[C:8]3[C:4](=[CH:3][C:2]([F:1])=[CH:10][CH:9]=3)[C@@:5]3([CH2:13][C:12]3([CH3:15])[CH3:14])[C:6]2=[O:11])[CH:20]=1. The yield is 0.800.